From a dataset of NCI-60 drug combinations with 297,098 pairs across 59 cell lines. Regression. Given two drug SMILES strings and cell line genomic features, predict the synergy score measuring deviation from expected non-interaction effect. (1) Cell line: SK-OV-3. Synergy scores: CSS=34.7, Synergy_ZIP=-2.70, Synergy_Bliss=-1.40, Synergy_Loewe=-30.1, Synergy_HSA=-0.257. Drug 1: CC(CN1CC(=O)NC(=O)C1)N2CC(=O)NC(=O)C2. Drug 2: CCC1(CC2CC(C3=C(CCN(C2)C1)C4=CC=CC=C4N3)(C5=C(C=C6C(=C5)C78CCN9C7C(C=CC9)(C(C(C8N6C)(C(=O)OC)O)OC(=O)C)CC)OC)C(=O)OC)O.OS(=O)(=O)O. (2) Drug 1: C1=NC2=C(N1)C(=S)N=CN2. Drug 2: C1=NNC2=C1C(=O)NC=N2. Cell line: IGROV1. Synergy scores: CSS=1.31, Synergy_ZIP=0.401, Synergy_Bliss=1.13, Synergy_Loewe=-1.78, Synergy_HSA=-1.63.